From a dataset of Forward reaction prediction with 1.9M reactions from USPTO patents (1976-2016). Predict the product of the given reaction. (1) Given the reactants Br[C:2]1[CH:7]=[CH:6][C:5]([N:8]2[C:12]([CH3:13])=[CH:11][C:10]([C:14]([N:16]([CH2:21][CH2:22][CH2:23][CH3:24])[CH2:17][CH2:18][CH2:19][CH3:20])=[O:15])=[N:9]2)=[C:4]([C:25]([N:27]2[C@H:36]([CH2:37][OH:38])[CH2:35][C:34]3[C:29](=[CH:30][CH:31]=[CH:32][CH:33]=3)[CH2:28]2)=[O:26])[CH:3]=1.B([C:42]1[CH:43]=[C:44]([CH:48]=[CH:49][CH:50]=1)[C:45]([OH:47])=[O:46])(O)O.C(=O)([O-])[O-].[Na+].[Na+], predict the reaction product. The product is: [CH2:17]([N:16]([CH2:21][CH2:22][CH2:23][CH3:24])[C:14]([C:10]1[CH:11]=[C:12]([CH3:13])[N:8]([C:5]2[CH:6]=[CH:7][C:2]([C:42]3[CH:50]=[CH:49][CH:48]=[C:44]([C:45]([OH:47])=[O:46])[CH:43]=3)=[CH:3][C:4]=2[C:25]([N:27]2[C@H:36]([CH2:37][OH:38])[CH2:35][C:34]3[C:29](=[CH:30][CH:31]=[CH:32][CH:33]=3)[CH2:28]2)=[O:26])[N:9]=1)=[O:15])[CH2:18][CH2:19][CH3:20]. (2) Given the reactants C(OC(=O)[NH:7][C:8]1[CH:13]=[CH:12][C:11]([C:14]2[CH:19]=[CH:18][CH:17]=[CH:16][C:15]=2[F:20])=[CH:10][C:9]=1[NH:21][C:22](=[O:38])[CH2:23][C:24](=O)[C:25]1[CH:30]=[CH:29][CH:28]=[C:27]([C:31]2[CH:32]=[N:33][CH:34]=[N:35][CH:36]=2)[CH:26]=1)(C)(C)C.C(O)(C(F)(F)F)=O, predict the reaction product. The product is: [F:20][C:15]1[CH:16]=[CH:17][CH:18]=[CH:19][C:14]=1[C:11]1[CH:12]=[CH:13][C:8]2[N:7]=[C:24]([C:25]3[CH:30]=[CH:29][CH:28]=[C:27]([C:31]4[CH:36]=[N:35][CH:34]=[N:33][CH:32]=4)[CH:26]=3)[CH2:23][C:22](=[O:38])[NH:21][C:9]=2[CH:10]=1.